Task: Predict the reactants needed to synthesize the given product.. Dataset: Full USPTO retrosynthesis dataset with 1.9M reactions from patents (1976-2016) (1) Given the product [Br:17][C:18]1[CH:25]=[CH:24][CH:23]=[C:22]([N:11]2[CH2:10][CH2:9][C:8]3[C:13](=[CH:14][CH:15]=[C:6]([C:2]([CH3:1])([CH3:5])[CH:3]=[O:4])[CH:7]=3)[C:12]2=[O:16])[C:19]=1[CH:20]=[O:21], predict the reactants needed to synthesize it. The reactants are: [CH3:1][C:2]([C:6]1[CH:7]=[C:8]2[C:13](=[CH:14][CH:15]=1)[C:12](=[O:16])[NH:11][CH2:10][CH2:9]2)([CH3:5])[CH:3]=[O:4].[Br:17][C:18]1[CH:25]=[CH:24][CH:23]=[C:22](Br)[C:19]=1[CH:20]=[O:21].C(=O)([O-])[O-].[Cs+].[Cs+]. (2) Given the product [OH:31][C:27]1[CH:26]=[C:25]([NH:1][C:2]2[CH:14]=[C:13]([N:15]3[C:23]4[C:18](=[CH:19][CH:20]=[CH:21][CH:22]=4)[CH2:17][CH2:16]3)[CH:12]=[CH:11][C:3]=2[C:4]([O:6][C:7]([CH3:10])([CH3:9])[CH3:8])=[O:5])[CH:30]=[CH:29][CH:28]=1, predict the reactants needed to synthesize it. The reactants are: [NH2:1][C:2]1[CH:14]=[C:13]([N:15]2[C:23]3[C:18](=[CH:19][CH:20]=[CH:21][CH:22]=3)[CH2:17][CH2:16]2)[CH:12]=[CH:11][C:3]=1[C:4]([O:6][C:7]([CH3:10])([CH3:9])[CH3:8])=[O:5].I[C:25]1[CH:26]=[C:27]([OH:31])[CH:28]=[CH:29][CH:30]=1.C(=O)([O-])[O-].[Cs+].[Cs+].C1(P(C2CCCCC2)C2C=CC=CC=2C2C(C(C)C)=CC(C(C)C)=CC=2C(C)C)CCCCC1. (3) Given the product [Cl:40][C:25]1[CH:24]=[C:23]([NH:22][C:19]2[C:20]3[N:12]([CH2:11][CH2:10][OH:9])[CH:13]=[CH:14][C:15]=3[N:16]=[CH:17][N:18]=2)[CH:39]=[CH:38][C:26]=1[O:27][C:28]1[CH:36]=[C:35]2[C:31]([CH2:32][NH:33][C:34]2=[O:37])=[CH:30][CH:29]=1, predict the reactants needed to synthesize it. The reactants are: C([O:9][CH2:10][CH2:11][N:12]1[C:20]2[C:19](Cl)=[N:18][CH:17]=[N:16][C:15]=2[CH:14]=[CH:13]1)(=O)C1C=CC=CC=1.[NH2:22][C:23]1[CH:39]=[CH:38][C:26]([O:27][C:28]2[CH:36]=[C:35]3[C:31]([CH2:32][NH:33][C:34]3=[O:37])=[CH:30][CH:29]=2)=[C:25]([Cl:40])[CH:24]=1.Cl.N1C=CC=CC=1.C(=O)([O-])O.[Na+]. (4) Given the product [NH2:11][C:8]1[CH:9]=[CH:10][C:5]([C:3]([N:2]([CH3:18])[CH3:1])=[O:4])=[C:6]([S:14]([NH2:17])(=[O:16])=[O:15])[CH:7]=1, predict the reactants needed to synthesize it. The reactants are: [CH3:1][N:2]([CH3:18])[C:3]([C:5]1[CH:10]=[CH:9][C:8]([N+:11]([O-])=O)=[CH:7][C:6]=1[S:14]([NH2:17])(=[O:16])=[O:15])=[O:4]. (5) The reactants are: [SH:1][C:2]1[NH:3][C:4]2[CH:10]=[CH:9][CH:8]=[CH:7][C:5]=2[N:6]=1.C[O-].[Na+].[CH2:14]([O:21][C:22]1[CH:27]=[CH:26][N:25]=[C:24]([CH2:28]Cl)[C:23]=1[CH3:30])[CH2:15][CH2:16][CH2:17][CH2:18][CH2:19][CH3:20]. Given the product [CH2:14]([O:21][C:22]1[CH:27]=[CH:26][N:25]=[C:24]([CH2:28][S:1][C:2]2[NH:6][C:5]3[CH:7]=[CH:8][CH:9]=[CH:10][C:4]=3[N:3]=2)[C:23]=1[CH3:30])[CH2:15][CH2:16][CH2:17][CH2:18][CH2:19][CH3:20], predict the reactants needed to synthesize it. (6) The reactants are: [Cl:1][C:2]1[CH:7]=[CH:6][C:5]([C:8]2[N:9]=[C:10]([C:13]([OH:15])=O)[S:11][CH:12]=2)=[CH:4][CH:3]=1.C1N=CN(C(N2C=NC=C2)=O)C=1.[F:28][C:29]1[CH:30]=[C:31]([CH:34]=[C:35]([F:37])[CH:36]=1)[CH2:32][NH2:33]. Given the product [F:28][C:29]1[CH:30]=[C:31]([CH:34]=[C:35]([F:37])[CH:36]=1)[CH2:32][NH:33][C:13]([C:10]1[S:11][CH:12]=[C:8]([C:5]2[CH:4]=[CH:3][C:2]([Cl:1])=[CH:7][CH:6]=2)[N:9]=1)=[O:15], predict the reactants needed to synthesize it. (7) Given the product [CH3:3][CH:2]([N:4]1[CH2:10][CH2:9][CH2:8][N:7]([C:11]2[CH:16]=[CH:15][C:14]([NH2:17])=[C:13]([O:20][CH3:21])[CH:12]=2)[CH2:6][CH2:5]1)[CH3:1], predict the reactants needed to synthesize it. The reactants are: [CH3:1][CH:2]([N:4]1[CH2:10][CH2:9][CH2:8][N:7]([C:11]2[CH:16]=[CH:15][C:14]([N+:17]([O-])=O)=[C:13]([O:20][CH3:21])[CH:12]=2)[CH2:6][CH2:5]1)[CH3:3].[BH4-].[Na+].